Predict the product of the given reaction. From a dataset of Forward reaction prediction with 1.9M reactions from USPTO patents (1976-2016). (1) Given the reactants [NH2:1][C:2]1[S:3][C:4]2[CH:31]=[CH:30][CH:29]=[CH:28][C:5]=2[C:6]=1[C:7]([N:9]1[CH2:14][CH2:13][CH:12]([N:15]2[CH2:27][CH2:26][CH2:25][C:17]3([C:21](=[O:22])[O:20][C:19]([CH3:24])([CH3:23])[CH2:18]3)[CH2:16]2)[CH2:11][CH2:10]1)=[O:8].[CH2:32]([N:34]([CH2:37]C)CC)C.ClC(OC1C=CC([N+]([O-])=O)=CC=1)=[O:41].CN.O1CCCC1.C(=O)([O-])O.[Na+], predict the reaction product. The product is: [CH3:23][C:19]1([CH3:24])[CH2:18][C:17]2([CH2:25][CH2:26][CH2:27][N:15]([CH:12]3[CH2:11][CH2:10][N:9]([C:7]([C:6]4[C:5]5[CH:28]=[CH:29][CH:30]=[CH:31][C:4]=5[S:3][C:2]=4[NH:1][C:32]([NH:34][CH3:37])=[O:41])=[O:8])[CH2:14][CH2:13]3)[CH2:16]2)[C:21](=[O:22])[O:20]1. (2) Given the reactants ClC1N=NC(NS(CC2C=C(C#N)C=CC=2Cl)(=O)=O)=C(O)C=1.[Cl:23][C:24]1[CH:25]=[C:26]([CH2:31][S:32]([NH:35][C:36]2[N:37]=[N:38][C:39]([S:44]([CH2:47][CH2:48][CH3:49])(=[O:46])=[O:45])=[CH:40][C:41]=2[O:42]C)(=[O:34])=[O:33])[CH:27]=[C:28]([Cl:30])[CH:29]=1.ClC1N=NC(NS(CC2C=C(C#N)C=CC=2Cl)(=O)=O)=C(OC)C=1, predict the reaction product. The product is: [Cl:23][C:24]1[CH:25]=[C:26]([CH2:31][S:32]([NH:35][C:36]2[N:37]=[N:38][C:39]([S:44]([CH2:47][CH2:48][CH3:49])(=[O:46])=[O:45])=[CH:40][C:41]=2[OH:42])(=[O:33])=[O:34])[CH:27]=[C:28]([Cl:30])[CH:29]=1. (3) Given the reactants [C:1]([O:5][C:6]([NH:8][C@H:9]([CH2:17][OH:18])[CH2:10][CH2:11][CH2:12][C:13]([O:15][CH3:16])=[O:14])=[O:7])([CH3:4])([CH3:3])[CH3:2].N1C=CN=C1.[Si:24](Cl)([C:27]([CH3:30])([CH3:29])[CH3:28])([CH3:26])[CH3:25].C(OCC)C, predict the reaction product. The product is: [C:1]([O:5][C:6]([NH:8][C@H:9]([CH2:17][O:18][Si:24]([C:27]([CH3:30])([CH3:29])[CH3:28])([CH3:26])[CH3:25])[CH2:10][CH2:11][CH2:12][C:13]([O:15][CH3:16])=[O:14])=[O:7])([CH3:3])([CH3:2])[CH3:4]. (4) Given the reactants [OH-].[Na+].[F:3][C:4]1[CH:5]=[CH:6][C:7]2[S:11][C:10]([NH:12][C:13]3[CH:18]=[CH:17][C:16]([C:19]4[CH:24]=[CH:23][C:22]([C:25]([C@@H:27]5[CH2:31][CH2:30][CH2:29][C@H:28]5[C:32]([O:34]C)=[O:33])=[O:26])=[CH:21][CH:20]=4)=[CH:15][CH:14]=3)=[N:9][C:8]=2[CH:36]=1.CO, predict the reaction product. The product is: [F:3][C:4]1[CH:5]=[CH:6][C:7]2[S:11][C:10]([NH:12][C:13]3[CH:14]=[CH:15][C:16]([C:19]4[CH:24]=[CH:23][C:22]([C:25]([C@@H:27]5[CH2:31][CH2:30][CH2:29][C@H:28]5[C:32]([OH:34])=[O:33])=[O:26])=[CH:21][CH:20]=4)=[CH:17][CH:18]=3)=[N:9][C:8]=2[CH:36]=1. (5) Given the reactants [CH3:1][N:2]1[CH:6]=[C:5]([C:7]2[C:12]3[N:13]=[C:14](SC)[N:15]=[CH:16][C:11]=3[C:10]([NH2:19])=[N:9][CH:8]=2)[CH:4]=[N:3]1.[C@@H:20]1([NH2:27])[CH2:25][CH2:24][CH2:23][CH2:22][C@@H:21]1[NH2:26], predict the reaction product. The product is: [NH2:26][C@H:21]1[CH2:22][CH2:23][CH2:24][CH2:25][C@H:20]1[NH:27][C:14]1[N:15]=[CH:16][C:11]2[C:10]([NH2:19])=[N:9][CH:8]=[C:7]([C:5]3[CH:4]=[N:3][N:2]([CH3:1])[CH:6]=3)[C:12]=2[N:13]=1.